From a dataset of Full USPTO retrosynthesis dataset with 1.9M reactions from patents (1976-2016). Predict the reactants needed to synthesize the given product. (1) Given the product [CH3:30][O:1][CH2:2][C:3]1([NH:18][C:19](=[O:25])[O:20][C:21]([CH3:22])([CH3:24])[CH3:23])[CH2:8][CH2:7][N:6]([C:9]2[C:10]([N+:15]([O-:17])=[O:16])=[N:11][CH:12]=[CH:13][CH:14]=2)[CH2:5][CH2:4]1, predict the reactants needed to synthesize it. The reactants are: [OH:1][CH2:2][C:3]1([NH:18][C:19](=[O:25])[O:20][C:21]([CH3:24])([CH3:23])[CH3:22])[CH2:8][CH2:7][N:6]([C:9]2[C:10]([N+:15]([O-:17])=[O:16])=[N:11][CH:12]=[CH:13][CH:14]=2)[CH2:5][CH2:4]1.S(OC)(O[CH3:30])(=O)=O.[OH-].[Na+].[Cl-].C1(C[NH3+])C=CC=CC=1.[O-]S([O-])(=O)=O.[Mg+2]. (2) Given the product [CH:5]1[CH:4]=[C:3]2[C:7]([N:16]=[CH:14][NH:1][N:2]2[CH:6]=1)=[O:9], predict the reactants needed to synthesize it. The reactants are: [NH2:1][N:2]1[CH:6]=[CH:5][CH:4]=[C:3]1[C:7]([O:9]CC)=O.[NH4+].[Cl-].[CH:14]([NH2:16])=O. (3) Given the product [CH3:17][C:18]1([CH3:32])[O:22][C@H:21]([C:23]2[C:24]([F:31])=[C:25]([CH:26]([OH:27])[CH2:9][C:8]([C:11]3[CH:12]=[N:13][CH:14]=[CH:15][CH:16]=3)=[O:10])[CH:28]=[CH:29][CH:30]=2)[CH2:20][O:19]1, predict the reactants needed to synthesize it. The reactants are: C(NC(C)C)(C)C.[C:8]([C:11]1[CH:12]=[N:13][CH:14]=[CH:15][CH:16]=1)(=[O:10])[CH3:9].[CH3:17][C:18]1([CH3:32])[O:22][C@H:21]([C:23]2[C:24]([F:31])=[C:25]([CH:28]=[CH:29][CH:30]=2)[CH:26]=[O:27])[CH2:20][O:19]1.Cl.